Dataset: Forward reaction prediction with 1.9M reactions from USPTO patents (1976-2016). Task: Predict the product of the given reaction. (1) Given the reactants N(OCCC(C)C)=O.[CH3:9][O:10][C:11]([C:13]1[S:17][C:16](N)=[N:15][CH:14]=1)=[O:12].C(OCC)(=O)C, predict the reaction product. The product is: [CH3:9][O:10][C:11]([C:13]1[S:17][CH:16]=[N:15][CH:14]=1)=[O:12]. (2) Given the reactants [Br:1][C:2]1[CH:3]=[C:4]([C:11]([N:13]2[CH2:18][C:17]([CH3:20])([CH3:19])[O:16][C:15]3[CH:21]=[CH:22][N:23]=[CH:24][C:14]2=3)=[O:12])[CH:5]=[C:6]([Br:10])[C:7]=1[O:8]C.B(Br)(Br)Br, predict the reaction product. The product is: [Br:1][C:2]1[CH:3]=[C:4]([C:11]([N:13]2[CH2:18][C:17]([CH3:19])([CH3:20])[O:16][C:15]3[CH:21]=[CH:22][N:23]=[CH:24][C:14]2=3)=[O:12])[CH:5]=[C:6]([Br:10])[C:7]=1[OH:8]. (3) Given the reactants CON(C)[C:4]([C:6]1[N:7]=[CH:8][N:9]([C:11]2[CH:16]=[CH:15][CH:14]=[C:13]([C:17]3[C:18]([F:24])=[N:19][CH:20]=[CH:21][C:22]=3[F:23])[CH:12]=2)[CH:10]=1)=[O:5].Br[C:27]1[CH:32]=[CH:31][CH:30]=[CH:29][C:28]=1[O:33][CH3:34], predict the reaction product. The product is: [F:24][C:18]1[C:17]([C:13]2[CH:12]=[C:11]([N:9]3[CH:10]=[C:6]([C:4]([C:27]4[CH:32]=[CH:31][CH:30]=[CH:29][C:28]=4[O:33][CH3:34])=[O:5])[N:7]=[CH:8]3)[CH:16]=[CH:15][CH:14]=2)=[C:22]([F:23])[CH:21]=[CH:20][N:19]=1.